From a dataset of Forward reaction prediction with 1.9M reactions from USPTO patents (1976-2016). Predict the product of the given reaction. (1) Given the reactants C1N=C(N)C2N=CN([C@@H]3[O:14][C@H](COP(OP(OC[C@H]4O[C@@H](N5C=C(C(N)=O)CC=C5)[C@H](O)[C@@H]4O)(O)=O)(O)=O)[C@@H](O)[C@H]3OP(O)(O)=O)C=2N=1.N[C@H](C(O)=[O:56])CCSC.[CH3:58][S:59][CH2:60][CH2:61][CH2:62][CH2:63][CH:64]([NH2:68])[C:65]([OH:67])=[O:66].[CH3:69][S:70][CH2:71][CH2:72][CH2:73][CH2:74][CH2:75][CH:76]([NH2:80])[C:77]([OH:79])=[O:78], predict the reaction product. The product is: [CH3:58][S:59][CH2:60][CH2:61][CH2:62][CH2:63][CH:64]([NH2:68])[C:65]([OH:67])=[O:66].[CH3:69][S:70][CH2:71][CH2:72][CH2:73][CH2:74][CH2:75][CH:76]([NH2:80])[C:77]([OH:79])=[O:78].[CH3:58][S:59][CH2:60][CH2:61][CH2:62][CH2:63][CH:64]=[N:68][OH:14].[CH3:69][S:70][CH2:71][CH2:72][CH2:73][CH2:74][CH2:75][CH:76]=[N:80][OH:56]. (2) The product is: [CH:36]1([C:42]([N:18]2[C:19]3[C:24](=[CH:23][CH:22]=[CH:21][CH:20]=3)[CH2:25][CH2:26][CH:17]2[CH2:16][N:13]2[CH2:14][CH2:15][N:10]([C:5]3[CH:6]=[CH:7][CH:8]=[C:9]4[C:4]=3[CH:3]=[CH:2][NH:1]4)[CH2:11][CH2:12]2)=[O:43])[CH2:41][CH2:40][CH2:39][CH2:38][CH2:37]1. Given the reactants [NH:1]1[C:9]2[C:4](=[C:5]([N:10]3[CH2:15][CH2:14][N:13]([CH2:16][CH:17]4[CH2:26][CH2:25][C:24]5[C:19](=[CH:20][CH:21]=[CH:22][CH:23]=5)[NH:18]4)[CH2:12][CH2:11]3)[CH:6]=[CH:7][CH:8]=2)[CH:3]=[CH:2]1.CCN(C(C)C)C(C)C.[CH:36]1([C:42](Cl)=[O:43])[CH2:41][CH2:40][CH2:39][CH2:38][CH2:37]1, predict the reaction product.